From a dataset of In vitro SARS-CoV-2 activity screen of 1,480 approved drugs from Prestwick library. Binary Classification. Given a drug SMILES string, predict its activity (active/inactive) in a high-throughput screening assay against a specified biological target. (1) The compound is Cl.O=C(Cn1c(=O)sc2ccc(Cl)cc21)N1CCN(CCO)CC1. The result is 0 (inactive). (2) The compound is CCc1cccc2c3c([nH]c12)C(CC)(CC(=O)O)OCC3. The result is 0 (inactive). (3) The drug is CN(C)c1ccc(O)c2c1C[C@H]1C[C@H]3[C@H](N(C)C)C(=O)C(C(N)=O)=C(O)[C@@]3(O)C(=O)C1=C2O.Cl. The result is 0 (inactive). (4) The compound is COC[C@@H](NC(C)=O)C(=O)NCc1ccccc1. The result is 0 (inactive). (5) The drug is COc1cc2nc(N(C)CCCNC(=O)C3CCCO3)nc(N)c2cc1OC.Cl. The result is 0 (inactive). (6) The molecule is CCC(=O)O[C@]1(C(=O)CCl)[C@@H](C)C[C@H]2[C@@H]3CCC4=CC(=O)C=C[C@]4(C)[C@@]3(F)[C@@H](O)C[C@@]21C. The result is 0 (inactive). (7) The molecule is CNCCc1ccccn1. The result is 0 (inactive). (8) The compound is CCCc1cc(C(N)=S)ccn1. The result is 1 (active).